This data is from Peptide-MHC class II binding affinity with 134,281 pairs from IEDB. The task is: Regression. Given a peptide amino acid sequence and an MHC pseudo amino acid sequence, predict their binding affinity value. This is MHC class II binding data. (1) The peptide sequence is EICPAVKRDVDLFLTGT. The MHC is DRB5_0101 with pseudo-sequence DRB5_0101. The binding affinity (normalized) is 0.154. (2) The peptide sequence is VINWKGKELKCGSGI. The MHC is DRB1_1101 with pseudo-sequence DRB1_1101. The binding affinity (normalized) is 0.123. (3) The peptide sequence is ASSDITAQLSQLISL. The MHC is DRB1_0401 with pseudo-sequence DRB1_0401. The binding affinity (normalized) is 0.528. (4) The peptide sequence is EGKPTEKHIQIRSTN. The MHC is HLA-DQA10501-DQB10301 with pseudo-sequence HLA-DQA10501-DQB10301. The binding affinity (normalized) is 0.384. (5) The binding affinity (normalized) is 0.116. The peptide sequence is DYVVMSAWYKEPN. The MHC is DRB1_0401 with pseudo-sequence DRB1_0401. (6) The peptide sequence is LSVTEQSEFYFPRAP. The MHC is HLA-DPA10301-DPB10402 with pseudo-sequence HLA-DPA10301-DPB10402. The binding affinity (normalized) is 0. (7) The peptide sequence is GELQIVIKIDAAFKI. The MHC is DRB3_0101 with pseudo-sequence DRB3_0101. The binding affinity (normalized) is 0.712. (8) The peptide sequence is APTGMFVAGAKYMVI. The MHC is HLA-DQA10102-DQB10602 with pseudo-sequence HLA-DQA10102-DQB10602. The binding affinity (normalized) is 0.583. (9) The peptide sequence is SEFAYGSFVRTVSLP. The MHC is HLA-DQA10401-DQB10402 with pseudo-sequence HLA-DQA10401-DQB10402. The binding affinity (normalized) is 0.417. (10) The peptide sequence is FPCQEWQEVDSILGF. The MHC is DRB1_0801 with pseudo-sequence DRB1_0801. The binding affinity (normalized) is 0.240.